From a dataset of Full USPTO retrosynthesis dataset with 1.9M reactions from patents (1976-2016). Predict the reactants needed to synthesize the given product. (1) Given the product [F:1][C:2]([F:18])([F:17])[C:3]1[CH:4]=[C:5]([C:20]([C:22]([F:25])([F:24])[F:23])=[CH2:21])[CH:6]=[C:7]([C:9]([F:12])([F:11])[F:10])[CH:8]=1, predict the reactants needed to synthesize it. The reactants are: [F:1][C:2]([F:18])([F:17])[C:3]1[CH:4]=[C:5](OB(O)O)[CH:6]=[C:7]([C:9]([F:12])([F:11])[F:10])[CH:8]=1.Br[C:20]([C:22]([F:25])([F:24])[F:23])=[CH2:21].C(=O)([O-])[O-].[K+].[K+]. (2) Given the product [CH:1]1([CH2:4][O:5][C:6]2[CH:11]=[CH:10][C:9]([CH:12]([F:14])[F:13])=[CH:8][C:7]=2[C:15]2[C:16]3[NH:23][C:22]([CH3:24])=[C:21]([C:25]([NH:28][C@H:29]4[CH2:34][CH2:33][C@H:32]([NH:35][C:36](=[O:42])[O:37][C:38]([CH3:39])([CH3:40])[CH3:41])[C@H:31]([F:43])[CH2:30]4)=[O:26])[C:17]=3[N:18]=[CH:19][N:20]=2)[CH2:2][CH2:3]1, predict the reactants needed to synthesize it. The reactants are: [CH:1]1([CH2:4][O:5][C:6]2[CH:11]=[CH:10][C:9]([CH:12]([F:14])[F:13])=[CH:8][C:7]=2[C:15]2[C:16]3[NH:23][C:22]([CH3:24])=[C:21]([C:25](O)=[O:26])[C:17]=3[N:18]=[CH:19][N:20]=2)[CH2:3][CH2:2]1.[NH2:28][C@@H:29]1[CH2:34][CH2:33][C@@H:32]([NH:35][C:36](=[O:42])[O:37][C:38]([CH3:41])([CH3:40])[CH3:39])[C@@H:31]([F:43])[CH2:30]1. (3) Given the product [C:21]([O:20][C:18]([NH:2][CH2:1][C:3]1[CH:8]=[C:7]([C:9]2[CH:10]=[C:11]([CH:15]=[CH:16][CH:17]=2)[C:12]([O:14][CH3:31])=[O:13])[CH:6]=[CH:5][N:4]=1)=[O:19])([CH3:24])([CH3:23])[CH3:22], predict the reactants needed to synthesize it. The reactants are: [C:1]([C:3]1[CH:8]=[C:7]([C:9]2[CH:10]=[C:11]([CH:15]=[CH:16][CH:17]=2)[C:12]([O-:14])=[O:13])[CH:6]=[CH:5][N:4]=1)#[N:2].[C:18](OC([O-])=O)([O:20][C:21]([CH3:24])([CH3:23])[CH3:22])=[O:19].[H][H].[CH2:31](O)C. (4) Given the product [Br:62][C:63]1[CH:64]=[C:65]([CH2:70][N:20]([CH2:19][C:10]2[C:11]([NH:12][CH:13]3[CH2:14][CH2:15][O:16][CH2:17][CH2:18]3)=[C:6]3[CH:5]=[N:4][N:3]([CH2:1][CH3:2])[C:7]3=[N:8][C:9]=2[CH2:29][CH3:30])[C:21]([C:23]2([C:26]([NH2:32])=[O:28])[CH2:24][CH2:25]2)=[O:22])[CH:66]=[CH:67][C:68]=1[Cl:69], predict the reactants needed to synthesize it. The reactants are: [CH2:1]([N:3]1[C:7]2=[N:8][C:9]([CH2:29][CH3:30])=[C:10]([CH2:19][NH:20][C:21]([C:23]3([C:26]([OH:28])=O)[CH2:25][CH2:24]3)=[O:22])[C:11]([NH:12][CH:13]3[CH2:18][CH2:17][O:16][CH2:15][CH2:14]3)=[C:6]2[CH:5]=[N:4]1)[CH3:2].C[N:32](C(ON1N=NC2C=CC=CC1=2)=[N+](C)C)C.F[P-](F)(F)(F)(F)F.CCN(CC)CC.[Br:62][C:63]1[CH:64]=[C:65]([CH2:70]N)[CH:66]=[CH:67][C:68]=1[Cl:69].